Dataset: Catalyst prediction with 721,799 reactions and 888 catalyst types from USPTO. Task: Predict which catalyst facilitates the given reaction. (1) Reactant: [C:1]([NH:4][C:5]1[S:6][C:7]([C:10]([O:12]C)=[O:11])=[CH:8][N:9]=1)(=[O:3])[CH3:2].CO.[OH-].[K+]. Product: [C:1]([NH:4][C:5]1[S:6][C:7]([C:10]([OH:12])=[O:11])=[CH:8][N:9]=1)(=[O:3])[CH3:2]. The catalyst class is: 6. (2) Reactant: [NH:1]1[C:10]2[C:5](=[CH:6][CH:7]=[CH:8][CH:9]=2)[CH2:4][CH2:3][CH2:2]1.[C:11](O[C:11]([O:13][C:14]([CH3:17])([CH3:16])[CH3:15])=[O:12])([O:13][C:14]([CH3:17])([CH3:16])[CH3:15])=[O:12].C(N(CC)CC)C. Product: [N:1]1([C:11]([O:13][C:14]([CH3:17])([CH3:16])[CH3:15])=[O:12])[C:10]2[C:5](=[CH:6][CH:7]=[CH:8][CH:9]=2)[CH2:4][CH2:3][CH2:2]1. The catalyst class is: 2. (3) Reactant: [Br:1][C:2]1[CH:3]=[C:4]([CH3:12])[C:5]([C:8]([O:10][CH3:11])=[O:9])=[N:6][CH:7]=1.[Br:13]N1C(=O)CCC1=O. Product: [Br:1][C:2]1[CH:3]=[C:4]([CH2:12][Br:13])[C:5]([C:8]([O:10][CH3:11])=[O:9])=[N:6][CH:7]=1. The catalyst class is: 734. (4) Reactant: [Cl:1][C:2]1[CH:7]=[CH:6][C:5]([C@@H:8]([OH:14])[CH2:9][NH:10][CH2:11][CH2:12][OH:13])=[CH:4][C:3]=1[F:15].[C:16](O[C:16]([O:18][C:19]([CH3:22])([CH3:21])[CH3:20])=[O:17])([O:18][C:19]([CH3:22])([CH3:21])[CH3:20])=[O:17]. Product: [C:19]([O:18][C:16](=[O:17])[N:10]([CH2:9][C@@H:8]([C:5]1[CH:6]=[CH:7][C:2]([Cl:1])=[C:3]([F:15])[CH:4]=1)[OH:14])[CH2:11][CH2:12][OH:13])([CH3:22])([CH3:21])[CH3:20]. The catalyst class is: 4. (5) Reactant: [CH:1]12[CH2:7][CH:4]([CH2:5][CH2:6]1)[CH2:3][CH:2]2[CH:8]=[C:9]([CH3:14])[CH2:10][CH2:11][CH:12]=[O:13]. Product: [CH:1]12[CH2:7][CH:4]([CH2:5][CH2:6]1)[CH2:3][CH:2]2[CH2:8][CH:9]([CH3:14])[CH2:10][CH2:11][CH:12]=[O:13]. The catalyst class is: 78. (6) Reactant: [CH2:1]([N:8]1[C:16]2[C:11](=[CH:12][CH:13]=[C:14]([CH:17]=O)[CH:15]=2)[C:10]([C:19]([NH:21][CH2:22][C:23]2[CH:28]=[CH:27][C:26]([F:29])=[C:25]([F:30])[CH:24]=2)=[O:20])=[C:9]1[CH:31]([CH3:33])[CH3:32])[C:2]1[CH:7]=[CH:6][CH:5]=[CH:4][CH:3]=1.Cl.[NH2:35][OH:36].N1C=CC=CC=1. Product: [CH2:1]([N:8]1[C:16]2[C:11](=[CH:12][CH:13]=[C:14](/[CH:17]=[N:35]/[OH:36])[CH:15]=2)[C:10]([C:19]([NH:21][CH2:22][C:23]2[CH:28]=[CH:27][C:26]([F:29])=[C:25]([F:30])[CH:24]=2)=[O:20])=[C:9]1[CH:31]([CH3:33])[CH3:32])[C:2]1[CH:7]=[CH:6][CH:5]=[CH:4][CH:3]=1. The catalyst class is: 5. (7) Reactant: [NH2:1][C@@H:2]([C:6]([OH:8])=[O:7])[C@H:3]([CH3:5])[OH:4].C([O-])(O)=O.[Na+].C(=O)([O-])OC1C(CCOCCC2C=CC=CC=2)=CC=CN=1.[CH2:35]([O:43][CH2:44][CH2:45][O:46][C:47](N1C=CC=CC1=O)=[O:48])[CH2:36][C:37]1[CH:42]=[CH:41][CH:40]=[CH:39][CH:38]=1. Product: [OH:4][C@@H:3]([CH3:5])[C@@H:2]([NH:1][C:47]([O:46][CH2:45][CH2:44][O:43][CH2:35][CH2:36][C:37]1[CH:38]=[CH:39][CH:40]=[CH:41][CH:42]=1)=[O:48])[C:6]([OH:8])=[O:7]. The catalyst class is: 90.